From a dataset of Forward reaction prediction with 1.9M reactions from USPTO patents (1976-2016). Predict the product of the given reaction. (1) Given the reactants [Eu+3:1].[C:2]([C:5]1[C:6]([CH3:75])=[C:7]([C:11]2[CH:16]=[C:15]([C:17]([OH:19])=[O:18])[N:14]=[C:13]([CH2:20][N:21]3[CH2:29][CH2:28][N:27]([CH2:30][C:31]4[CH:36]=[C:35]([C:37]5[O:38][C:39]([CH3:46])=[C:40]([C:43]([OH:45])=[O:44])[C:41]=5[CH3:42])[CH:34]=[C:33]([C:47]([OH:49])=[O:48])[N:32]=4)[CH2:26][CH2:25][N:24]([CH2:50][C:51]4([C:72]([OH:74])=[O:73])[CH:56]=[C:55]([C:57]5[O:58][C:59]([CH3:71])=[C:60]([C:63]([NH:65][CH2:66][CH2:67][CH2:68][CH2:69][NH2:70])=[O:64])[C:61]=5[CH3:62])[CH:54]=[CH:53][NH:52]4)[CH2:23][CH2:22]3)[CH:12]=2)[O:8][C:9]=1[CH3:10])([OH:4])=[O:3].[N:76]1[C:83]([Cl:84])=[N:82][C:80](Cl)=[N:79][C:77]=1[Cl:78].O.[OH-].[Na+], predict the reaction product. The product is: [Eu+3:1].[C:2]([C:5]1[C:6]([CH3:75])=[C:7]([C:11]2[CH:16]=[C:15]([C:17]([OH:19])=[O:18])[N:14]=[C:13]([CH2:20][N:21]3[CH2:29][CH2:28][N:27]([CH2:30][C:31]4[CH:36]=[C:35]([C:37]5[O:38][C:39]([CH3:46])=[C:40]([C:43]([OH:45])=[O:44])[C:41]=5[CH3:42])[CH:34]=[C:33]([C:47]([OH:49])=[O:48])[N:32]=4)[CH2:26][CH2:25][N:24]([CH2:50][C:51]4([C:72]([OH:74])=[O:73])[CH:56]=[C:55]([C:57]5[O:58][C:59]([CH3:71])=[C:60]([C:63]([NH:65][CH2:66][CH2:67][CH2:68][CH2:69][NH:70][C:80]6[N:82]=[C:83]([Cl:84])[N:76]=[C:77]([Cl:78])[N:79]=6)=[O:64])[C:61]=5[CH3:62])[CH:54]=[CH:53][NH:52]4)[CH2:23][CH2:22]3)[CH:12]=2)[O:8][C:9]=1[CH3:10])([OH:4])=[O:3]. (2) Given the reactants C([N:8]1[CH2:13][CH2:12][C:11]([C:15]2[CH:20]=[CH:19][CH:18]=[C:17]([F:21])[CH:16]=2)([OH:14])[CH2:10][CH2:9]1)C1C=CC=CC=1, predict the reaction product. The product is: [F:21][C:17]1[CH:16]=[C:15]([C:11]2([OH:14])[CH2:12][CH2:13][NH:8][CH2:9][CH2:10]2)[CH:20]=[CH:19][CH:18]=1. (3) Given the reactants [C:1]([O:5][C:6]([N:8]1[CH2:12][C@@H:11]([CH2:13][NH:14][CH:15]2[CH2:17][CH2:16]2)[C@H:10]([CH2:18][C:19]2[CH:24]=[CH:23][CH:22]=[CH:21][CH:20]=2)[CH2:9]1)=[O:7])([CH3:4])([CH3:3])[CH3:2].[F:25][C:26]1[CH:27]=[C:28]2[C:33](=[CH:34][CH:35]=1)[NH:32][C:31](=[O:36])[CH2:30][CH:29]2[C:37](O)=[O:38], predict the reaction product. The product is: [C:1]([O:5][C:6]([N:8]1[CH2:12][C@@H:11]([CH2:13][N:14]([CH:15]2[CH2:17][CH2:16]2)[C:37]([CH:29]2[C:28]3[C:33](=[CH:34][CH:35]=[C:26]([F:25])[CH:27]=3)[NH:32][C:31](=[O:36])[CH2:30]2)=[O:38])[C@H:10]([CH2:18][C:19]2[CH:20]=[CH:21][CH:22]=[CH:23][CH:24]=2)[CH2:9]1)=[O:7])([CH3:4])([CH3:2])[CH3:3]. (4) Given the reactants [Cl:1][C:2]1[CH:3]=[CH:4][CH:5]=[C:6]2[C:10]=1[NH:9][CH:8]=[C:7]2[S:11]([CH3:14])(=[O:13])=[O:12].[H-].[Na+].Br[CH2:18][C:19]#[N:20].O.C(OCC)(=O)C, predict the reaction product. The product is: [Cl:1][C:2]1[CH:3]=[CH:4][CH:5]=[C:6]2[C:10]=1[N:9]([CH2:18][C:19]#[N:20])[CH:8]=[C:7]2[S:11]([CH3:14])(=[O:13])=[O:12].